Predict the reaction yield, written as a fraction of the theoretical maximum amount of product (1.0 means a 100% yield; for example, 0.34 means a 34% yield). From a dataset of Reaction yield outcomes from USPTO patents with 853,638 reactions. (1) The reactants are [CH3:1][Mg+].[Br-].CON(C)[C:7]([C:9]1[C:14]([O:15][CH3:16])=[CH:13][C:12](=[O:17])[N:11]([C:18]2[CH:23]=[CH:22][CH:21]=[C:20]([C:24]([F:27])([F:26])[F:25])[CH:19]=2)[N:10]=1)=[O:8]. The catalyst is C1COCC1. The product is [C:7]([C:9]1[C:14]([O:15][CH3:16])=[CH:13][C:12](=[O:17])[N:11]([C:18]2[CH:23]=[CH:22][CH:21]=[C:20]([C:24]([F:26])([F:27])[F:25])[CH:19]=2)[N:10]=1)(=[O:8])[CH3:1]. The yield is 0.450. (2) The reactants are [O:1]1[C:5]2[CH:6]=[CH:7][C:8]([C:10]3([C:13]([NH:15][C:16]4[CH:21]=[C:20]([C:22]5[CH:27]=[CH:26][C:25]([C:28](=[O:32])[N:29]([CH3:31])[CH3:30])=[CH:24][CH:23]=5)[C:19]([C:33](O)=[O:34])=[CH:18][CH:17]=4)=[O:14])[CH2:12][CH2:11]3)=[CH:9][C:4]=2[O:3][CH2:2]1.CN.O1CCCC1.C[CH2:44][N:45](CC)CC.F[P-](F)(F)(F)(F)F.N1(OC(N(C)C)=[N+](C)C)C2N=CC=CC=2N=N1. The catalyst is CN(C=O)C. The product is [O:1]1[C:5]2[CH:6]=[CH:7][C:8]([C:10]3([C:13]([NH:15][C:16]4[CH:21]=[C:20]([C:22]5[CH:27]=[CH:26][C:25]([C:28]([N:29]([CH3:30])[CH3:31])=[O:32])=[CH:24][CH:23]=5)[C:19]([C:33]([NH:45][CH3:44])=[O:34])=[CH:18][CH:17]=4)=[O:14])[CH2:11][CH2:12]3)=[CH:9][C:4]=2[O:3][CH2:2]1. The yield is 0.100. (3) The reactants are [CH2:1]([N:8]([CH2:18][C:19]1[CH:24]=[CH:23][CH:22]=[CH:21][CH:20]=1)[C@H:9]1[CH2:17][O:16][C@H:12]([C:13](O)=[O:14])[CH2:11][CH2:10]1)[C:2]1[CH:7]=[CH:6][CH:5]=[CH:4][CH:3]=1.O[N:26]1C2C=CC=CC=2N=N1.Cl.C(N=C=NCCCN(C)C)C.[Cl-].[NH4+].C(N(CC)C(C)C)(C)C. The catalyst is CN(C)C=O.C(OCC)(=O)C. The product is [CH2:1]([N:8]([CH2:18][C:19]1[CH:24]=[CH:23][CH:22]=[CH:21][CH:20]=1)[C@H:9]1[CH2:17][O:16][C@H:12]([C:13]([NH2:26])=[O:14])[CH2:11][CH2:10]1)[C:2]1[CH:7]=[CH:6][CH:5]=[CH:4][CH:3]=1. The yield is 0.570. (4) The reactants are [C-]#N.[K+].CC(C)(O)[C:6]#[N:7].[Cl:10][C:11]1[CH:12]=[C:13](/[C:18](/[C:41]([F:44])([F:43])[F:42])=[CH:19]\[C:20]([C:22]2[CH:39]=[CH:38][C:25]([C:26]([NH:28][CH2:29][C:30](=[O:37])[NH:31][CH2:32][C:33]([F:36])([F:35])[F:34])=[O:27])=[C:24]([CH3:40])[CH:23]=2)=[O:21])[CH:14]=[C:15]([Cl:17])[CH:16]=1.O. The catalyst is C1(C)C=CC=CC=1. The product is [C:6]([C@@:18]([C:13]1[CH:12]=[C:11]([Cl:10])[CH:16]=[C:15]([Cl:17])[CH:14]=1)([C:41]([F:44])([F:42])[F:43])[CH2:19][C:20]([C:22]1[CH:39]=[CH:38][C:25]([C:26]([NH:28][CH2:29][C:30](=[O:37])[NH:31][CH2:32][C:33]([F:35])([F:36])[F:34])=[O:27])=[C:24]([CH3:40])[CH:23]=1)=[O:21])#[N:7]. The yield is 0.320. (5) The reactants are [OH:1][C:2]1[CH:3]=[C:4]2[C:9](=[CH:10][CH:11]=1)[C:8](=[O:12])[CH2:7][CH2:6][CH2:5]2.S(C1C=CC(C)=CC=1)(O[CH2:17][C:18]([F:21])([F:20])[F:19])(=O)=O.C(=O)([O-])[O-].[K+].[K+]. The catalyst is CN(C=O)C.O. The product is [F:19][C:18]([F:21])([F:20])[CH2:17][O:1][C:2]1[CH:3]=[C:4]2[C:9](=[CH:10][CH:11]=1)[C:8](=[O:12])[CH2:7][CH2:6][CH2:5]2. The yield is 0.830. (6) The reactants are Br[C:2]1[CH:7]=[CH:6][C:5]([CH3:8])=[C:4]([F:9])[CH:3]=1.CC([O-])=O.[K+].[CH3:15][NH2:16]. The catalyst is CN(C=O)C.[Cu]I. The product is [F:9][C:4]1[CH:3]=[C:2]([CH:7]=[CH:6][C:5]=1[CH3:8])[NH:16][CH3:15]. The yield is 0.420. (7) The reactants are C[Si](Cl)(C)C.Br[CH2:7][C:8]([O:10][CH2:11][CH3:12])=[O:9].[CH2:13]([O:20][C:21]1[CH:28]=[C:27]([O:29][CH:30]2[CH2:35][CH2:34][CH2:33][CH2:32][O:31]2)[CH:26]=[C:25]([B:36]2CC(C)(C)C(C)(C)C2)[C:22]=1[CH:23]=[O:24])[C:14]1[CH:19]=[CH:18][CH:17]=[CH:16][CH:15]=1.C1C[O:48]CC1. The catalyst is [Zn]. The product is [CH2:11]([O:10][C:8](=[O:9])[CH2:7][CH:23]1[O:24][B:36]([OH:48])[C:25]2[CH:26]=[C:27]([O:29][CH:30]3[CH2:35][CH2:34][CH2:33][CH2:32][O:31]3)[CH:28]=[C:21]([O:20][CH2:13][C:14]3[CH:19]=[CH:18][CH:17]=[CH:16][CH:15]=3)[C:22]1=2)[CH3:12]. The yield is 0.480. (8) The reactants are Br[C:2]1[CH:7]=[CH:6][N:5]=[C:4]([O:8][CH3:9])[CH:3]=1.[F:10][C:11]([F:21])([F:20])[C:12]1[N:17]=[CH:16][C:15]([CH2:18][OH:19])=[CH:14][CH:13]=1.CC1C=NC2C(C=1C)=CC=C1C=2N=CC(C)=C1C.C([O-])([O-])=O.[Cs+].[Cs+]. The catalyst is C1(C)C=CC=CC=1.[Cu]I. The product is [CH3:9][O:8][C:4]1[CH:3]=[C:2]([O:19][CH2:18][C:15]2[CH:16]=[N:17][C:12]([C:11]([F:21])([F:10])[F:20])=[CH:13][CH:14]=2)[CH:7]=[CH:6][N:5]=1. The yield is 0.720. (9) The yield is 0.750. The reactants are [CH:1]1([CH2:4][OH:5])[CH2:3][CH2:2]1.F[C:7]1[CH:8]=[C:9]([CH3:16])[CH:10]=[CH:11][C:12]=1[N+:13]([O-:15])=[O:14].[CH:17]1([CH2:20][O:21][C:22]2[CH:28]=[C:27]([CH3:29])[CH:26]=[CH:25][C:23]=2[NH2:24])[CH2:19][CH2:18]1.[NH2:30][C:31]1[S:32][CH:33]=[CH:34][N:35]=1. No catalyst specified. The product is [CH:1]1([CH2:4][O:5][C:7]2[CH:8]=[C:9]([CH3:16])[CH:10]=[CH:11][C:12]=2[N+:13]([O-:15])=[O:14])[CH2:3][CH2:2]1.[CH:17]1([CH2:20][O:21][C:22]2[CH:28]=[C:27]([CH3:29])[CH:26]=[CH:25][C:23]=2[NH:24][C:4]([NH:30][C:31]2[S:32][CH:33]=[CH:34][N:35]=2)=[O:5])[CH2:18][CH2:19]1. (10) The product is [Br:28][C:11]1[N:12]([CH2:15][C:16]2[CH:21]=[CH:20][CH:19]=[C:18]([CH2:22][C:23]([O:25][CH3:26])=[O:24])[CH:17]=2)[C:13]2[C:9]([N:10]=1)=[C:8]([NH2:27])[N:7]=[C:6]([NH:5][CH2:1][CH2:2][CH2:3][CH3:4])[N:14]=2. The reactants are [CH2:1]([NH:5][C:6]1[N:14]=[C:13]2[C:9]([N:10]=[CH:11][N:12]2[CH2:15][C:16]2[CH:21]=[CH:20][CH:19]=[C:18]([CH2:22][C:23]([O:25][CH3:26])=[O:24])[CH:17]=2)=[C:8]([NH2:27])[N:7]=1)[CH2:2][CH2:3][CH3:4].[Br:28]Br. The catalyst is C(Cl)(Cl)Cl. The yield is 0.830.